From a dataset of Catalyst prediction with 721,799 reactions and 888 catalyst types from USPTO. Predict which catalyst facilitates the given reaction. (1) Reactant: C(OC(=O)[N:7]([CH2:14][CH2:15][NH:16][C:17]1[N:22]2[N:23]=[C:24]([CH3:36])[C:25]([C:26]3[C:31]([Cl:32])=[CH:30][C:29]([CH2:33][CH3:34])=[CH:28][C:27]=3[Cl:35])=[C:21]2[N:20]=[C:19]([CH3:37])[CH:18]=1)[CH:8]1[CH2:13][CH2:12][O:11][CH2:10][CH2:9]1)(C)(C)C. Product: [ClH:32].[Cl:35][C:27]1[CH:28]=[C:29]([CH2:33][CH3:34])[CH:30]=[C:31]([Cl:32])[C:26]=1[C:25]1[C:24]([CH3:36])=[N:23][N:22]2[C:17]([NH:16][CH2:15][CH2:14][NH:7][CH:8]3[CH2:9][CH2:10][O:11][CH2:12][CH2:13]3)=[CH:18][C:19]([CH3:37])=[N:20][C:21]=12. The catalyst class is: 8. (2) Reactant: [H-].[Na+].[C:3]([C:7]([CH2:10][OH:11])([F:9])[F:8])([F:6])([F:5])[F:4].[F:12][C:13]([F:21])([F:20])[C:14]1([F:19])[O:18][C:15]1(F)F.[OH-:22].[Na+].Cl. Product: [C:3]([C:7]([CH2:10][O:11][C:14]([C:15]([OH:22])=[O:18])([C:13]([F:21])([F:20])[F:12])[F:19])([F:9])[F:8])([F:6])([F:5])[F:4]. The catalyst class is: 90. (3) Reactant: [NH2:1][CH2:2][CH2:3][CH:4]1[CH2:9][CH2:8][N:7]([C:10]2[N:11]=[CH:12][C:13]([Br:22])=[C:14]3[CH:18]=[C:17]([C:19]([NH2:21])=[O:20])[S:16][C:15]=23)[CH2:6][CH2:5]1.N1C=CC=CC=1.[C:29](Cl)(=[O:34])[C:30]([CH3:33])([CH3:32])[CH3:31]. Product: [Br:22][C:13]1[CH:12]=[N:11][C:10]([N:7]2[CH2:8][CH2:9][CH:4]([CH2:3][CH2:2][NH:1][C:29](=[O:34])[C:30]([CH3:33])([CH3:32])[CH3:31])[CH2:5][CH2:6]2)=[C:15]2[S:16][C:17]([C:19]([NH2:21])=[O:20])=[CH:18][C:14]=12. The catalyst class is: 34. (4) Reactant: [C:1]1([CH3:13])[CH:6]=[CH:5][C:4]([CH2:7][CH2:8][CH2:9][C:10]([OH:12])=[O:11])=[CH:3][CH:2]=1.S(=O)(=O)(O)O.[C:19](=O)(O)[O-].[Na+]. Product: [C:1]1([CH3:13])[CH:2]=[CH:3][C:4]([CH2:7][CH2:8][CH2:9][C:10]([O:12][CH3:19])=[O:11])=[CH:5][CH:6]=1. The catalyst class is: 5. (5) Reactant: [C:1]([O:5][C:6]([N:8]1[C:13]([CH3:14])=[CH:12][C:11](Cl)=[CH:10][CH:9]1[CH:16]1[CH2:20][CH2:19][CH2:18][CH2:17]1)=[O:7])([CH3:4])([CH3:3])[CH3:2].C(=O)([O-])[O-].[Li+].[Li+].[H][H]. Product: [C:1]([O:5][C:6]([N:8]1[C:13]([CH3:14])=[CH:12][CH2:11][CH2:10][CH:9]1[CH:16]1[CH2:17][CH2:18][CH2:19][CH2:20]1)=[O:7])([CH3:2])([CH3:3])[CH3:4]. The catalyst class is: 19. (6) Reactant: C([N:8]1[CH2:12][CH2:11][CH:10]([N:13]2C[C:16]3=[CH:18][N:19]=[C:20]([CH3:21])[N:15]3[C:14]2=[O:22])[CH2:9]1)C1C=CC=CC=1.C([O-])=O.[NH4+]. Product: [NH:8]1[CH2:12][CH2:11][CH:10]([N:13]2[CH2:21][C:20]3=[N:19][CH:18]=[CH:16][N:15]3[C:14]2=[O:22])[CH2:9]1. The catalyst class is: 129. (7) Reactant: [NH2:1][C:2]1[CH:7]=[CH:6][C:5]([C@@H:8]2[CH2:10][C@H:9]2[N:11]([CH2:19][CH:20]2[CH2:22][CH2:21]2)[C:12](=[O:18])[O:13][C:14]([CH3:17])([CH3:16])[CH3:15])=[CH:4][CH:3]=1.[NH:23]1[CH:27]=[C:26]([C:28](O)=[O:29])[CH:25]=[N:24]1.Cl.C(N=C=NCCCN(C)C)C.ON1C2C=CC=CC=2N=N1.C(N(C(C)C)CC)(C)C.C(=O)([O-])O.[Na+]. Product: [C:14]([O:13][C:12](=[O:18])[N:11]([CH2:19][CH:20]1[CH2:22][CH2:21]1)[C@@H:9]1[CH2:10][C@H:8]1[C:5]1[CH:6]=[CH:7][C:2]([NH:1][C:28]([C:26]2[CH:27]=[N:23][NH:24][CH:25]=2)=[O:29])=[CH:3][CH:4]=1)([CH3:17])([CH3:16])[CH3:15]. The catalyst class is: 3.